This data is from Forward reaction prediction with 1.9M reactions from USPTO patents (1976-2016). The task is: Predict the product of the given reaction. (1) Given the reactants C1(P(C2CCCCC2)C2C=CC=CC=2C2C(C(C)C)=CC(C(C)C)=CC=2C(C)C)CCCCC1.[O:35]1[CH2:40][CH2:39][N:38]([C:41]2[N:46]=[C:45]([NH2:47])[CH:44]=[CH:43][CH:42]=2)[CH2:37][CH2:36]1.Cl[C:49]1[C:58]2[C:53](=[CH:54][C:55]([F:60])=[CH:56][C:57]=2[F:59])[N:52]=[C:51]([N:61]2[CH2:65][CH2:64][CH2:63][C:62]2=[O:66])[C:50]=1[CH3:67].CC(C)([O-])C.[Na+], predict the reaction product. The product is: [F:59][C:57]1[CH:56]=[C:55]([F:60])[CH:54]=[C:53]2[C:58]=1[C:49]([NH:47][C:45]1[CH:44]=[CH:43][CH:42]=[C:41]([N:38]3[CH2:39][CH2:40][O:35][CH2:36][CH2:37]3)[N:46]=1)=[C:50]([CH3:67])[C:51]([N:61]1[CH2:65][CH2:64][CH2:63][C:62]1=[O:66])=[N:52]2. (2) Given the reactants C[O:2][C:3]1[CH:24]=[CH:23][C:6]([O:7][C:8]2[CH:13]=[CH:12][CH:11]=[C:10]([O:14][C:15]3[CH:20]=[CH:19][C:18]([O:21]C)=[CH:17][CH:16]=3)[CH:9]=2)=[CH:5][CH:4]=1.O, predict the reaction product. The product is: [C:10]1([O:14][C:15]2[CH:20]=[CH:19][C:18]([OH:21])=[CH:17][CH:16]=2)[CH:11]=[CH:12][CH:13]=[C:8]([O:7][C:6]2[CH:5]=[CH:4][C:3]([OH:2])=[CH:24][CH:23]=2)[CH:9]=1. (3) Given the reactants [H-].[Na+].[C:3]([N:22]1[N:26]=[N:25][C:24]([CH2:27][C:28]#[N:29])=[N:23]1)([C:16]1[CH:21]=[CH:20][CH:19]=[CH:18][CH:17]=1)([C:10]1[CH:15]=[CH:14][CH:13]=[CH:12][CH:11]=1)[C:4]1[CH:9]=[CH:8][CH:7]=[CH:6][CH:5]=1.[C:30]1(=O)[CH2:34][CH2:33][CH2:32][CH2:31]1, predict the reaction product. The product is: [C:30]1(=[C:27]([C:24]2[N:25]=[N:26][N:22]([C:3]([C:4]3[CH:9]=[CH:8][CH:7]=[CH:6][CH:5]=3)([C:10]3[CH:15]=[CH:14][CH:13]=[CH:12][CH:11]=3)[C:16]3[CH:17]=[CH:18][CH:19]=[CH:20][CH:21]=3)[N:23]=2)[C:28]#[N:29])[CH2:34][CH2:33][CH2:32][CH2:31]1. (4) Given the reactants [CH3:1][C:2]1[CH:7]=[C:6]([CH3:8])[NH:5][C:4](=[O:9])[C:3]=1[CH2:10][NH:11][C:12](=[O:37])[C:13]1[CH:18]=[C:17]([C:19]2[CH:20]=[N:21][C:22]([CH2:25]O)=[CH:23][CH:24]=2)[CH:16]=[C:15]([N:27]([CH2:34][CH3:35])[CH:28]2[CH2:33][CH2:32][O:31][CH2:30][CH2:29]2)[C:14]=1[CH3:36].C1(P(C2C=CC=CC=2)C2C=CC=CC=2)C=CC=CC=1.C(Br)(Br)(Br)[Br:58].O, predict the reaction product. The product is: [Br:58][CH2:25][C:22]1[N:21]=[CH:20][C:19]([C:17]2[CH:16]=[C:15]([N:27]([CH2:34][CH3:35])[CH:28]3[CH2:33][CH2:32][O:31][CH2:30][CH2:29]3)[C:14]([CH3:36])=[C:13]([CH:18]=2)[C:12]([NH:11][CH2:10][C:3]2[C:4](=[O:9])[NH:5][C:6]([CH3:8])=[CH:7][C:2]=2[CH3:1])=[O:37])=[CH:24][CH:23]=1. (5) The product is: [Cl:1][C:2]1[CH:3]=[CH:4][C:5]([C:8]2[S:16][C:15]3[C:14](=[O:17])[N:13]([C:18]4[CH:23]=[CH:22][C:21]([O:24][CH2:37][CH2:38][N:39]([CH3:48])[C:40]5[CH:45]=[CH:44][C:43]([C:46]#[N:47])=[CH:42][CH:41]=5)=[C:20]([O:25][CH3:26])[CH:19]=4)[CH:12]=[N:11][C:10]=3[CH:9]=2)=[CH:6][CH:7]=1. Given the reactants [Cl:1][C:2]1[CH:7]=[CH:6][C:5]([C:8]2[S:16][C:15]3[C:14](=[O:17])[N:13]([C:18]4[CH:23]=[CH:22][C:21]([OH:24])=[C:20]([O:25][CH3:26])[CH:19]=4)[CH:12]=[N:11][C:10]=3[CH:9]=2)=[CH:4][CH:3]=1.C1(C)C=CC(S(O[CH2:37][CH2:38][N:39]([CH3:48])[C:40]2[CH:45]=[CH:44][C:43]([C:46]#[N:47])=[CH:42][CH:41]=2)(=O)=O)=CC=1.C(=O)([O-])[O-].[Cs+].[Cs+].O.C(O)C, predict the reaction product. (6) Given the reactants [CH3:1][O:2][C:3]([C:5]1[NH:6][C:7](=[O:22])[C:8]2[C:13]([C:14]=1[C:15]1[CH:20]=[CH:19][CH:18]=[CH:17][CH:16]=1)=[CH:12][C:11]([Br:21])=[CH:10][CH:9]=2)=[O:4].[H-].[Na+].[CH3:25][O:26][C:27](=[O:36])[C:28]1[CH:33]=[CH:32][CH:31]=[C:30]([CH2:34]Br)[CH:29]=1, predict the reaction product. The product is: [CH3:1][O:2][C:3]([C:5]1[N:6]([CH2:34][C:30]2[CH:31]=[CH:32][CH:33]=[C:28]([C:27]([O:26][CH3:25])=[O:36])[CH:29]=2)[C:7](=[O:22])[C:8]2[C:13]([C:14]=1[C:15]1[CH:20]=[CH:19][CH:18]=[CH:17][CH:16]=1)=[CH:12][C:11]([Br:21])=[CH:10][CH:9]=2)=[O:4]. (7) Given the reactants [Cl:1][C:2]1[C:6]2=[N:7][C:8]([C:11](=[O:13])[CH3:12])=[CH:9][CH:10]=[C:5]2[NH:4][CH:3]=1.[C:14](O[C:14]([O:16][C:17]([CH3:20])([CH3:19])[CH3:18])=[O:15])([O:16][C:17]([CH3:20])([CH3:19])[CH3:18])=[O:15], predict the reaction product. The product is: [C:11]([C:8]1[N:7]=[C:6]2[C:2]([Cl:1])=[CH:3][N:4]([C:14]([O:16][C:17]([CH3:20])([CH3:19])[CH3:18])=[O:15])[C:5]2=[CH:10][CH:9]=1)(=[O:13])[CH3:12].